Dataset: Catalyst prediction with 721,799 reactions and 888 catalyst types from USPTO. Task: Predict which catalyst facilitates the given reaction. Reactant: Br[C:2]1[CH:7]=[CH:6][C:5]([C:8]2([OH:14])[CH2:13][CH2:12][O:11][CH2:10][CH2:9]2)=[CH:4][CH:3]=1.CC([O-])=O.[K+].[CH3:20][C:21]1([CH3:37])[C:25]([CH3:27])([CH3:26])[O:24][B:23]([B:23]2[O:24][C:25]([CH3:27])([CH3:26])[C:21]([CH3:37])([CH3:20])[O:22]2)[O:22]1.O. Product: [CH3:20][C:21]1([CH3:37])[C:25]([CH3:27])([CH3:26])[O:24][B:23]([C:2]2[CH:7]=[CH:6][C:5]([C:8]3([OH:14])[CH2:13][CH2:12][O:11][CH2:10][CH2:9]3)=[CH:4][CH:3]=2)[O:22]1. The catalyst class is: 75.